From a dataset of Forward reaction prediction with 1.9M reactions from USPTO patents (1976-2016). Predict the product of the given reaction. (1) Given the reactants [Cl:1][C:2]1[C:3]([CH3:22])=[C:4]([N:8]2[C:12](=[O:13])[CH2:11][N:10]([C:14](=[O:21])[CH2:15][NH:16][CH2:17][CH2:18][O:19][CH3:20])[CH2:9]2)[CH:5]=[CH:6][CH:7]=1.[Cl:23][C:24]1[S:28][C:27]([C:29](O)=[O:30])=[CH:26][CH:25]=1, predict the reaction product. The product is: [Cl:1][C:2]1[C:3]([CH3:22])=[C:4]([N:8]2[C:12](=[O:13])[CH2:11][N:10]([C:14](=[O:21])[CH2:15][N:16]([CH2:17][CH2:18][O:19][CH3:20])[C:29]([C:27]3[S:28][C:24]([Cl:23])=[CH:25][CH:26]=3)=[O:30])[CH2:9]2)[CH:5]=[CH:6][CH:7]=1. (2) The product is: [C:1]([O:5][C:6](=[O:21])[NH:7][C:8]1[CH:13]=[C:12]([O:14][CH3:15])[C:11]([C:16]([F:19])([F:18])[F:17])=[CH:10][C:9]=1[NH:20][C:27](=[O:26])[CH2:28][C:29](=[O:42])[C:30]1[CH:35]=[CH:34][CH:33]=[C:32]([C:36]2[CH:41]=[CH:40][CH:39]=[CH:38][N:37]=2)[CH:31]=1)([CH3:4])([CH3:2])[CH3:3]. Given the reactants [C:1]([O:5][C:6](=[O:21])[NH:7][C:8]1[CH:13]=[C:12]([O:14][CH3:15])[C:11]([C:16]([F:19])([F:18])[F:17])=[CH:10][C:9]=1[NH2:20])([CH3:4])([CH3:3])[CH3:2].C([O:26][C:27](=O)[CH2:28][C:29](=[O:42])[C:30]1[CH:35]=[CH:34][CH:33]=[C:32]([C:36]2[CH:41]=[CH:40][CH:39]=[CH:38][N:37]=2)[CH:31]=1)(C)(C)C, predict the reaction product. (3) Given the reactants [C:1]([C:4]1[CH:5]=[CH:6][C:7]([Br:10])=[N:8][CH:9]=1)(=[O:3])[CH3:2].[CH3:11][N:12]([CH3:21])[C:13]1[CH:20]=[CH:19][C:16]([CH:17]=O)=[CH:15][CH:14]=1.[OH-].[K+], predict the reaction product. The product is: [Br:10][C:7]1[N:8]=[CH:9][C:4]([C:1](=[O:3])/[CH:2]=[CH:17]/[C:16]2[CH:19]=[CH:20][C:13]([N:12]([CH3:21])[CH3:11])=[CH:14][CH:15]=2)=[CH:5][CH:6]=1. (4) The product is: [OH:1][C@@:2]1([C:9]#[C:10][C:11]2[CH:12]=[C:13]([N:17]3[C:21]4=[N:22][C:23]([N:26]5[CH2:31][CH2:30][O:29][CH2:28][CH2:27]5)=[CH:24][CH:25]=[C:20]4[C:19]([C:32]([NH2:36])=[O:34])=[N:18]3)[CH:14]=[CH:15][CH:16]=2)[CH2:6][CH2:5][N:4]([CH3:7])[C:3]1=[O:8]. Given the reactants [OH:1][C@@:2]1([C:9]#[C:10][C:11]2[CH:12]=[C:13]([N:17]3[C:21]4=[N:22][C:23]([N:26]5[CH2:31][CH2:30][O:29][CH2:28][CH2:27]5)=[CH:24][CH:25]=[C:20]4[C:19]([C:32]([O:34]C)=O)=[N:18]3)[CH:14]=[CH:15][CH:16]=2)[CH2:6][CH2:5][N:4]([CH3:7])[C:3]1=[O:8].[NH3:36], predict the reaction product. (5) The product is: [F:20][CH:21]([F:30])[O:22][C:23]1[CH:24]=[CH:25][C:26]([NH:27][C:2]2[C:3](=[O:19])[N:4]([CH2:15][CH2:16][O:17][CH3:18])[S:5](=[O:14])(=[O:13])[C:6]=2[C:7]2[CH:12]=[CH:11][CH:10]=[CH:9][CH:8]=2)=[CH:28][CH:29]=1. Given the reactants Cl[C:2]1[C:3](=[O:19])[N:4]([CH2:15][CH2:16][O:17][CH3:18])[S:5](=[O:14])(=[O:13])[C:6]=1[C:7]1[CH:12]=[CH:11][CH:10]=[CH:9][CH:8]=1.[F:20][CH:21]([F:30])[O:22][C:23]1[CH:29]=[CH:28][C:26]([NH2:27])=[CH:25][CH:24]=1, predict the reaction product. (6) Given the reactants [OH-:1].[Na+].[Br:3][C:4]1[N:5]([C:25]2[C:34]3[C:29](=[CH:30][CH:31]=[CH:32][CH:33]=3)[C:28]([CH:35]3[CH2:37][CH2:36]3)=[CH:27][CH:26]=2)[C:6]([S:9][CH2:10][C:11](NC2C=CC(S(=O)(=O)N)=CC=2Cl)=[O:12])=[N:7][N:8]=1.C, predict the reaction product. The product is: [Br:3][C:4]1[N:5]([C:25]2[C:34]3[C:29](=[CH:30][CH:31]=[CH:32][CH:33]=3)[C:28]([CH:35]3[CH2:37][CH2:36]3)=[CH:27][CH:26]=2)[C:6]([S:9][CH2:10][C:11]([OH:1])=[O:12])=[N:7][N:8]=1. (7) Given the reactants [CH2:1]([C:4]1[CH:9]=[C:8]([CH:10]2[CH2:15][CH2:14][CH2:13][CH2:12][CH2:11]2)[CH:7]=[CH:6][C:5]=1[OH:16])[CH2:2][CH3:3].C(=O)([O-])[O-].[K+].[K+].Br[CH2:24][CH2:25][CH2:26][O:27][C:28]1[CH:29]=[C:30]([CH:38]=[CH:39][CH:40]=1)[CH:31]([OH:37])[C:32]([O:34][CH2:35][CH3:36])=[O:33], predict the reaction product. The product is: [CH2:1]([C:4]1[CH:9]=[C:8]([CH:10]2[CH2:15][CH2:14][CH2:13][CH2:12][CH2:11]2)[CH:7]=[CH:6][C:5]=1[O:16][CH2:24][CH2:25][CH2:26][O:27][C:28]1[CH:29]=[C:30]([CH:38]=[CH:39][CH:40]=1)[CH:31]([OH:37])[C:32]([O:34][CH2:35][CH3:36])=[O:33])[CH2:2][CH3:3]. (8) Given the reactants [C:1]1([C:7]2[CH:14]=[CH:13][C:10]([CH:11]=O)=[CH:9][CH:8]=2)[CH:6]=[CH:5][CH:4]=[CH:3][CH:2]=1.[C:15]([OH:21])(=[O:20])[CH2:16]C(O)=O.C([O-])(=O)C.[NH4+:26], predict the reaction product. The product is: [NH2:26][CH:11]([C:10]1[CH:13]=[CH:14][C:7]([C:1]2[CH:6]=[CH:5][CH:4]=[CH:3][CH:2]=2)=[CH:8][CH:9]=1)[CH2:16][C:15]([OH:21])=[O:20].